The task is: Regression. Given a peptide amino acid sequence and an MHC pseudo amino acid sequence, predict their binding affinity value. This is MHC class II binding data.. This data is from Peptide-MHC class II binding affinity with 134,281 pairs from IEDB. The peptide sequence is LLAMAVLAALFAGAW. The MHC is DRB1_1501 with pseudo-sequence DRB1_1501. The binding affinity (normalized) is 0.146.